Dataset: Ames mutagenicity test results for genotoxicity prediction. Task: Regression/Classification. Given a drug SMILES string, predict its toxicity properties. Task type varies by dataset: regression for continuous values (e.g., LD50, hERG inhibition percentage) or binary classification for toxic/non-toxic outcomes (e.g., AMES mutagenicity, cardiotoxicity, hepatotoxicity). Dataset: ames. (1) The molecule is c1cc(OCC2CO2)cc(OCC2CO2)c1. The result is 1 (mutagenic). (2) The compound is CC(C)N(C(=O)SCC(Cl)=C(Cl)Cl)C(C)C. The result is 1 (mutagenic). (3) The compound is O=C(CNC(=O)c1ccccc1)NO. The result is 1 (mutagenic). (4) The molecule is CCc1c(O)ccc2c3c([nH]c12)[C@](CC)(CC(=O)O)OCC3. The result is 1 (mutagenic). (5) The drug is NCCCCC(N)C(=O)O. The result is 1 (mutagenic). (6) The drug is Nc1ccc(Cc2ccc(N)c(C(=O)O)c2)cc1C(=O)O. The result is 0 (non-mutagenic).